This data is from Forward reaction prediction with 1.9M reactions from USPTO patents (1976-2016). The task is: Predict the product of the given reaction. (1) The product is: [Cl:1][C:2]1[C:11]([NH:12][C:52](=[O:53])[CH2:51][CH2:50][C@@H:49]([C:55]([OH:57])=[O:56])[NH2:48])=[CH:10][C:9]([Cl:13])=[CH:8][C:3]=1[C:4]([OH:6])=[O:5]. Given the reactants [Cl:1][C:2]1[C:11]([NH2:12])=[CH:10][C:9]([Cl:13])=[CH:8][C:3]=1[C:4]([O:6]C)=[O:5].CN(C(ON1N=NC2C=CC=NC1=2)=[N+](C)C)C.F[P-](F)(F)(F)(F)F.C1C=NC2N(O)N=NC=2C=1.[NH:48](C(OC(C)(C)C)=O)[C@H:49]([C:55]([O:57]C(C)(C)C)=[O:56])[CH2:50][CH2:51][C:52](=O)[OH:53].Cl.C(N(CC)CC)C, predict the reaction product. (2) Given the reactants C([O-])=O.[NH4+].[C:5]([O:9][C:10]([N:12]([C:20]1[S:21][CH2:22][C@@H:23]2[CH2:28][CH2:27][CH2:26][C@:24]2([C:29]2[CH:34]=[C:33]([Cl:35])[CH:32]=[C:31]([N:36]=[N+]=[N-])[CH:30]=2)[N:25]=1)[C:13]([O:15][C:16]([CH3:19])([CH3:18])[CH3:17])=[O:14])=[O:11])([CH3:8])([CH3:7])[CH3:6], predict the reaction product. The product is: [C:16]([O:15][C:13]([N:12]([C:20]1[S:21][CH2:22][C@@H:23]2[CH2:28][CH2:27][CH2:26][C@:24]2([C:29]2[CH:34]=[C:33]([Cl:35])[CH:32]=[C:31]([NH2:36])[CH:30]=2)[N:25]=1)[C:10]([O:9][C:5]([CH3:8])([CH3:7])[CH3:6])=[O:11])=[O:14])([CH3:17])([CH3:18])[CH3:19]. (3) Given the reactants [C:1]([C:9]1[CH:10]=[C:11]([CH:15]=[CH:16][CH:17]=1)[C:12]([OH:14])=[O:13])(=[O:8])[C:2]1[CH:7]=[CH:6][CH:5]=[CH:4][CH:3]=1.[CH3:18]C1C=CC(S(O)(=O)=O)=CC=1, predict the reaction product. The product is: [C:1]([C:9]1[CH:10]=[C:11]([CH:15]=[CH:16][CH:17]=1)[C:12]([O:14][CH3:18])=[O:13])(=[O:8])[C:2]1[CH:3]=[CH:4][CH:5]=[CH:6][CH:7]=1. (4) The product is: [F:42][C:39]1[CH:40]=[CH:41][C:36]([CH2:35][O:1][C:2]2[CH:3]=[C:4]([NH:8][C:9]([C:11]3[CH:15]=[C:14]([CH3:16])[N:13]([C:17]4[CH:22]=[CH:21][CH:20]=[CH:19][C:18]=4[C:23]([F:26])([F:24])[F:25])[C:12]=3[CH3:27])=[O:10])[CH:5]=[CH:6][CH:7]=2)=[CH:37][CH:38]=1. Given the reactants [OH:1][C:2]1[CH:3]=[C:4]([NH:8][C:9]([C:11]2[CH:15]=[C:14]([CH3:16])[N:13]([C:17]3[CH:22]=[CH:21][CH:20]=[CH:19][C:18]=3[C:23]([F:26])([F:25])[F:24])[C:12]=2[CH3:27])=[O:10])[CH:5]=[CH:6][CH:7]=1.C([O-])([O-])=O.[K+].[K+].Br[CH2:35][C:36]1[CH:41]=[CH:40][C:39]([F:42])=[CH:38][CH:37]=1, predict the reaction product. (5) The product is: [CH:1]1([C:4]2[CH:14]=[N:13][C:7]3[NH:8][CH2:9][C:10](=[O:12])[NH:11][C:6]=3[CH:5]=2)[CH2:3][CH2:2]1. Given the reactants [CH:1]1([C:4]2[CH:14]=[N:13][C:7]3[N:8]=[CH:9][C:10](=[O:12])[NH:11][C:6]=3[CH:5]=2)[CH2:3][CH2:2]1, predict the reaction product. (6) The product is: [Br:1][C:2]1[CH:3]=[C:4]2[C:9](=[N:10][C:11]=1[CH3:12])[N:8]=[CH:7][C:6]([C:13]([NH:25][CH2:24][C:23]1[CH:26]=[CH:27][C:20]([Cl:19])=[CH:21][CH:22]=1)=[O:15])=[C:5]2[OH:18]. Given the reactants [Br:1][C:2]1[CH:3]=[C:4]2[C:9](=[N:10][C:11]=1[CH3:12])[N:8]=[CH:7][C:6]([C:13]([O:15]CC)=O)=[C:5]2[OH:18].[Cl:19][C:20]1[CH:27]=[CH:26][C:23]([CH2:24][NH2:25])=[CH:22][CH:21]=1, predict the reaction product.